From a dataset of Peptide-MHC class I binding affinity with 185,985 pairs from IEDB/IMGT. Regression. Given a peptide amino acid sequence and an MHC pseudo amino acid sequence, predict their binding affinity value. This is MHC class I binding data. (1) The peptide sequence is HEVNGTWMI. The MHC is HLA-B18:01 with pseudo-sequence HLA-B18:01. The binding affinity (normalized) is 0.797. (2) The peptide sequence is ESSIYVILK. The MHC is HLA-A31:01 with pseudo-sequence HLA-A31:01. The binding affinity (normalized) is 0.191.